This data is from Full USPTO retrosynthesis dataset with 1.9M reactions from patents (1976-2016). The task is: Predict the reactants needed to synthesize the given product. (1) Given the product [CH2:20]([C@H:19]1[C@H:24]([CH3:23])[C@@H:33]([NH:36][C:37](=[O:46])[O:38][CH2:39][C:40]2[CH:41]=[CH:42][CH:43]=[CH:44][CH:45]=2)[C:34]2[C:6](=[CH:15][CH:14]=[C:9]([C:10](=[O:11])[NH:12][CH3:13])[CH:35]=2)[NH:5]1)[CH3:21], predict the reactants needed to synthesize it. The reactants are: C(=O)CC.[NH2:5][C:6]1[CH:15]=[CH:14][C:9]([C:10]([NH:12][CH3:13])=[O:11])=CC=1.P(O)(O[C:19]1[CH:24]=[CH:23]C=[CH:21][CH:20]=1)(O[C:19]1[CH:24]=[CH:23]C=[CH:21][CH:20]=1)=O.[CH:33](/[NH:36][C:37](=[O:46])[O:38][CH2:39][C:40]1[CH:45]=[CH:44][CH:43]=[CH:42][CH:41]=1)=[CH:34]\[CH3:35]. (2) Given the product [CH3:1][O:2][C:3]1[CH:47]=[C:46]([O:48][CH3:49])[CH:45]=[CH:44][C:4]=1[CH2:5][NH:6][C:7]1[C:8]2[CH:15]=[CH:14][N:13]([C@H:16]3[C@@H:20]4[O:21][C:22]([CH3:25])([CH3:24])[O:23][C@@H:19]4[C@@H:18]([CH2:26][N:27]([CH:51]([CH3:53])[CH3:52])[CH:28]4[CH2:31][CH:30]([CH2:32][CH2:33][C:34]([O:36][CH2:37][C:38]5[CH:39]=[CH:40][CH:41]=[CH:42][CH:43]=5)=[O:35])[CH2:29]4)[O:17]3)[C:9]=2[N:10]=[CH:11][N:12]=1, predict the reactants needed to synthesize it. The reactants are: [CH3:1][O:2][C:3]1[CH:47]=[C:46]([O:48][CH3:49])[CH:45]=[CH:44][C:4]=1[CH2:5][NH:6][C:7]1[C:8]2[CH:15]=[CH:14][N:13]([C@H:16]3[C@@H:20]4[O:21][C:22]([CH3:25])([CH3:24])[O:23][C@@H:19]4[C@@H:18]([CH2:26][NH:27][CH:28]4[CH2:31][CH:30]([CH2:32][CH2:33][C:34]([O:36][CH2:37][C:38]5[CH:43]=[CH:42][CH:41]=[CH:40][CH:39]=5)=[O:35])[CH2:29]4)[O:17]3)[C:9]=2[N:10]=[CH:11][N:12]=1.I[CH:51]([CH3:53])[CH3:52].C([O-])([O-])=O.[K+].[K+]. (3) Given the product [N:21]1([N:31]([CH2:33][CH3:17])[C:2]2[N:7]=[C:6]([C:8]3[CH:16]=[CH:15][C:11]([C:12]([OH:14])=[O:13])=[CH:10][CH:9]=3)[CH:5]=[CH:4][N:3]=2)[CH2:22][CH2:23][O:24][CH2:25][CH2:26]1, predict the reactants needed to synthesize it. The reactants are: Cl[C:2]1[N:7]=[C:6]([C:8]2[CH:16]=[CH:15][C:11]([C:12]([OH:14])=[O:13])=[CH:10][CH:9]=2)[CH:5]=[CH:4][N:3]=1.[CH3:17]S(C)=O.[N:21]1(CCN)[CH2:26][CH2:25][O:24][CH2:23][CH2:22]1.C[N:31]([CH:33]=O)C. (4) Given the product [Br:23][C:14]1[N:13]=[N+:12]([O-:17])[C:11]([NH:10][CH2:9][C:8]([C:5]2[CH:6]=[CH:7][C:2]([F:1])=[CH:3][CH:4]=2)([CH3:19])[CH3:18])=[N:16][CH:15]=1, predict the reactants needed to synthesize it. The reactants are: [F:1][C:2]1[CH:7]=[CH:6][C:5]([C:8]([CH3:19])([CH3:18])[CH2:9][NH:10][C:11]2[N+:12]([O-:17])=[N:13][CH:14]=[CH:15][N:16]=2)=[CH:4][CH:3]=1.ClCCl.[Br:23]Br. (5) Given the product [CH2:1]([N:8]1[CH2:22][CH2:21][CH2:20][CH:9]1[CH2:10][OH:11])[C:2]1[CH:7]=[CH:6][CH:5]=[CH:4][CH:3]=1, predict the reactants needed to synthesize it. The reactants are: [CH2:1]([N:8]1[CH2:22][CH2:21][CH2:20][C@H:9]1[C:10](OCC1C=CC=CC=1)=[O:11])[C:2]1[CH:7]=[CH:6][CH:5]=[CH:4][CH:3]=1.[H-].[H-].[H-].[H-].[Li+].[Al+3]. (6) Given the product [Cl:1][CH2:2][CH:3]1[C:11]2[C:10]3[CH:12]=[CH:13][C:14]([S:23]([Cl:22])(=[O:25])=[O:24])=[CH:15][C:9]=3[CH:8]=[CH:7][C:6]=2[N:5]([C:16](=[O:21])[C:17]([F:20])([F:18])[F:19])[CH2:4]1, predict the reactants needed to synthesize it. The reactants are: [Cl:1][CH2:2][CH:3]1[C:11]2[C:10]3[CH:12]=[CH:13][CH:14]=[CH:15][C:9]=3[CH:8]=[CH:7][C:6]=2[N:5]([C:16](=[O:21])[C:17]([F:20])([F:19])[F:18])[CH2:4]1.[Cl:22][S:23](O)(=[O:25])=[O:24]. (7) Given the product [CH2:1]([O:3][C:4](=[O:33])[CH2:5][N:6]([C:12]1[CH:17]=[C:16]([Cl:18])[C:15]([O:19][C:20]2[CH:25]=[CH:24][C:23]([OH:26])=[C:22]([CH:28]([CH2:30][CH3:31])[CH3:29])[CH:21]=2)=[C:14]([Cl:32])[CH:13]=1)[C:7]([O:9][CH2:10][CH3:11])=[O:8])[CH3:2], predict the reactants needed to synthesize it. The reactants are: [CH2:1]([O:3][C:4](=[O:33])[CH2:5][N:6]([C:12]1[CH:17]=[C:16]([Cl:18])[C:15]([O:19][C:20]2[CH:25]=[CH:24][C:23]([O:26]C)=[C:22]([CH:28]([CH2:30][CH3:31])[CH3:29])[CH:21]=2)=[C:14]([Cl:32])[CH:13]=1)[C:7]([O:9][CH2:10][CH3:11])=[O:8])[CH3:2].B(Br)(Br)Br.